This data is from Full USPTO retrosynthesis dataset with 1.9M reactions from patents (1976-2016). The task is: Predict the reactants needed to synthesize the given product. (1) Given the product [CH3:28][S:29]([C:2]1[N:7]=[CH:6][C:5]([CH2:8][NH:9][C:10]([C:12]2[C:13]3[CH:14]=[N:15][N:16]([C:21]4[CH:26]=[CH:25][C:24]([F:27])=[CH:23][CH:22]=4)[C:17]=3[CH:18]=[CH:19][CH:20]=2)=[O:11])=[CH:4][CH:3]=1)(=[O:31])=[O:30], predict the reactants needed to synthesize it. The reactants are: Br[C:2]1[N:7]=[CH:6][C:5]([CH2:8][NH:9][C:10]([C:12]2[C:13]3[CH:14]=[N:15][N:16]([C:21]4[CH:26]=[CH:25][C:24]([F:27])=[CH:23][CH:22]=4)[C:17]=3[CH:18]=[CH:19][CH:20]=2)=[O:11])=[CH:4][CH:3]=1.[CH3:28][S:29]([O-:31])=[O:30].[Na+].CNCCNC. (2) The reactants are: [NH2:1][C:2]1[C:11]2[CH:10]=[CH:9][C:8]([F:12])=[C:7](Br)[C:6]=2[N:5]=[C:4]2[CH2:14][N:15]([CH:18]3[CH2:20][CH2:19]3)[C:16](=[O:17])[C:3]=12.[CH3:21][O:22][C:23]1[CH:28]=[CH:27][N:26]=[CH:25][C:24]=1B(O)O. Given the product [NH2:1][C:2]1[C:11]2[CH:10]=[CH:9][C:8]([F:12])=[C:7]([C:24]3[CH:25]=[N:26][CH:27]=[CH:28][C:23]=3[O:22][CH3:21])[C:6]=2[N:5]=[C:4]2[CH2:14][N:15]([CH:18]3[CH2:20][CH2:19]3)[C:16](=[O:17])[C:3]=12, predict the reactants needed to synthesize it. (3) The reactants are: [OH-].[K+].CS(O[CH2:8][CH2:9][NH:10][S:11]([C:14]1[CH:19]=[CH:18][CH:17]=[CH:16][C:15]=1[N+:20]([O-:22])=[O:21])(=[O:13])=[O:12])(=O)=O. Given the product [N+:20]([C:15]1[CH:16]=[CH:17][CH:18]=[CH:19][C:14]=1[S:11]([N:10]1[CH2:8][CH2:9]1)(=[O:13])=[O:12])([O-:22])=[O:21], predict the reactants needed to synthesize it. (4) Given the product [C:24]1([C:21]2[N:20]=[N:19][C:18]([N:11]3[CH2:12][CH:13]4[NH:8][CH:9]([CH2:16][CH2:15][CH2:14]4)[CH2:10]3)=[CH:23][CH:22]=2)[CH:25]=[CH:26][CH:27]=[CH:28][CH:29]=1, predict the reactants needed to synthesize it. The reactants are: C(OC([N:8]1[CH:13]2[CH2:14][CH2:15][CH2:16][CH:9]1[CH2:10][NH:11][CH2:12]2)=O)(C)(C)C.Cl[C:18]1[N:19]=[N:20][C:21]([C:24]2[CH:29]=[CH:28][CH:27]=[CH:26][CH:25]=2)=[CH:22][CH:23]=1.C(O)(C(F)(F)F)=O. (5) Given the product [Br:1][C:2]1[CH:3]=[C:4]([N:8]2[C:16]3[C:11](=[CH:12][C:13]([C:17](=[O:18])[NH:26][CH3:25])=[CH:14][CH:15]=3)[C:10]([C:20]([O:22][CH3:23])=[O:21])=[N:9]2)[CH:5]=[CH:6][CH:7]=1, predict the reactants needed to synthesize it. The reactants are: [Br:1][C:2]1[CH:3]=[C:4]([N:8]2[C:16]3[C:11](=[CH:12][C:13]([C:17](O)=[O:18])=[CH:14][CH:15]=3)[C:10]([C:20]([O:22][CH3:23])=[O:21])=[N:9]2)[CH:5]=[CH:6][CH:7]=1.Cl.[CH3:25][NH2:26].